This data is from M1 muscarinic receptor antagonist screen with 61,756 compounds. The task is: Binary Classification. Given a drug SMILES string, predict its activity (active/inactive) in a high-throughput screening assay against a specified biological target. (1) The drug is O=C1N(C(=O)CC1N1CCN(CC1)c1ccc(cc1)C(=O)c1ccccc1)CC. The result is 0 (inactive). (2) The compound is S(=O)(=O)(N1CCOCC1)c1c(NCC2OCCC2)ccc(c1)C(=O)Nc1ccccc1. The result is 0 (inactive). (3) The result is 0 (inactive). The drug is Fc1cc(CN(Cc2ccccc2)CCO)ccc1. (4) The compound is o1c2c(c(NC(=O)COCC)c1C(OCC)=O)cccc2. The result is 0 (inactive). (5) The molecule is s1c(c(cc1)C)C(OCC(=O)NCC1OCCC1)=O. The result is 0 (inactive). (6) The compound is O(c1c(CC(=O)Nc2ccc(cc2)c2nc(on2)c2cc(OC)ccc2)cccc1)C. The result is 0 (inactive).